Dataset: Forward reaction prediction with 1.9M reactions from USPTO patents (1976-2016). Task: Predict the product of the given reaction. (1) Given the reactants [CH2:7]([OH:13])[CH2:8][CH2:9][CH2:10][CH2:11]C[CH:7]([OH:13])[CH2:8][CH2:9][CH2:10][C:11]#C.[C:15]([O:18]C(CCCCCCCCO[Si](C(C)(C)C)(C)C)C#C[Si](C)(C)C)(=[O:17])[CH3:16].CCCC[N+](CCCC)(CCCC)CCCC.[F-], predict the reaction product. The product is: [C:15]([O:18][CH:9]([CH2:8][CH2:7][OH:13])[C:10]#[CH:11])(=[O:17])[CH3:16]. (2) Given the reactants O[C:2]1[CH:7]=[CH:6][CH:5]=[CH:4][C:3]=1[NH:8][C:9](=[O:19])[C:10]1[CH:15]=[CH:14][C:13]([CH3:16])=[C:12]([O:17][CH3:18])[CH:11]=1.O.C1(C)C=CC(S(O)(=O)=O)=CC=1, predict the reaction product. The product is: [CH3:18][O:17][C:12]1[CH:11]=[C:10]([C:9]2[O:19][C:2]3[CH:7]=[CH:6][CH:5]=[CH:4][C:3]=3[N:8]=2)[CH:15]=[CH:14][C:13]=1[CH3:16]. (3) Given the reactants P(Cl)(Cl)([Cl:3])=O.[N:6]1[C:15]2[C:10](=[CH:11][CH:12]=[CH:13][CH:14]=2)[CH:9]=[C:8]([C:16]2[CH:17]=[CH:18][CH:19]=[C:20]3[C:25]=2[NH:24][C:23]([C:26]([F:29])([F:28])[F:27])=[N:22][C:21]3=O)[CH:7]=1, predict the reaction product. The product is: [Cl:3][C:21]1[C:20]2[C:25](=[C:16]([C:8]3[CH:7]=[N:6][C:15]4[C:10]([CH:9]=3)=[CH:11][CH:12]=[CH:13][CH:14]=4)[CH:17]=[CH:18][CH:19]=2)[N:24]=[C:23]([C:26]([F:29])([F:28])[F:27])[N:22]=1. (4) Given the reactants [Br:1][C:2]1[S:13][C:5]2[C:6](=O)[NH:7][CH:8]=[C:9]([C:10]#[N:11])[C:4]=2[CH:3]=1.P(Cl)(Cl)([Cl:16])=O, predict the reaction product. The product is: [Br:1][C:2]1[S:13][C:5]2[C:6]([Cl:16])=[N:7][CH:8]=[C:9]([C:10]#[N:11])[C:4]=2[CH:3]=1. (5) The product is: [CH3:31][C:30]1([CH3:32])[N:26]([CH2:25][CH2:24][NH:23][C:2]2[N:7]=[C:6]([C:8]3[S:9][C:10]([S:13]([C:16]4[CH:22]=[CH:21][C:19]([CH3:20])=[CH:18][CH:17]=4)(=[O:15])=[O:14])=[CH:11][CH:12]=3)[CH:5]=[CH:4][N:3]=2)[C:27](=[O:34])[NH:28][C:29]1=[O:33]. Given the reactants Cl[C:2]1[N:7]=[C:6]([C:8]2[S:9][C:10]([S:13]([C:16]3[CH:22]=[CH:21][C:19]([CH3:20])=[CH:18][CH:17]=3)(=[O:15])=[O:14])=[CH:11][CH:12]=2)[CH:5]=[CH:4][N:3]=1.[NH2:23][CH2:24][CH2:25][N:26]1[C:30]([CH3:32])([CH3:31])[C:29](=[O:33])[NH:28][C:27]1=[O:34].C(N(CC)CC)C, predict the reaction product. (6) Given the reactants [CH3:1][N:2]([CH3:16])[C:3](=[O:15])[C:4]1[CH:9]=[C:8]([CH3:10])[C:7]([N+:11]([O-])=O)=[C:6]([CH3:14])[CH:5]=1.[H][H], predict the reaction product. The product is: [NH2:11][C:7]1[C:8]([CH3:10])=[CH:9][C:4]([C:3]([N:2]([CH3:16])[CH3:1])=[O:15])=[CH:5][C:6]=1[CH3:14]. (7) Given the reactants CCOCC.Cl[C:7]1[N:12]=[C:11]([Cl:13])[C:10]([C:14]([F:17])([F:16])[F:15])=[CH:9][N:8]=1.[CH2:18]([O:20][P:21]([CH2:26][C:27]1[CH:32]=[CH:31][C:30]([NH2:33])=[C:29]([O:34][CH3:35])[CH:28]=1)(=[O:25])[O:22][CH2:23][CH3:24])[CH3:19].C(N(CC)CC)C, predict the reaction product. The product is: [CH2:23]([O:22][P:21]([CH2:26][C:27]1[CH:32]=[CH:31][C:30]([NH:33][C:7]2[N:12]=[C:11]([Cl:13])[C:10]([C:14]([F:17])([F:16])[F:15])=[CH:9][N:8]=2)=[C:29]([O:34][CH3:35])[CH:28]=1)(=[O:25])[O:20][CH2:18][CH3:19])[CH3:24].